Dataset: Catalyst prediction with 721,799 reactions and 888 catalyst types from USPTO. Task: Predict which catalyst facilitates the given reaction. Reactant: C([N-]C(C)C)(C)C.[Li+].[Br:9][C:10]1[CH:15]=[C:14]([F:16])[CH:13]=[C:12]([F:17])[CH:11]=1.[CH:18](N1CCCCC1)=[O:19].Cl. Product: [Br:9][C:10]1[CH:15]=[C:14]([F:16])[C:13]([CH:18]=[O:19])=[C:12]([F:17])[CH:11]=1. The catalyst class is: 30.